Task: Predict the product of the given reaction.. Dataset: Forward reaction prediction with 1.9M reactions from USPTO patents (1976-2016) (1) Given the reactants C([O:3][C:4](=[O:33])[C:5]1[CH:10]=[C:9]([N:11]2[C:15]([CH3:16])=[CH:14][CH:13]=[C:12]2[C:17]2[CH:22]=[C:21]([Br:23])[CH:20]=[CH:19][C:18]=2[O:24][CH2:25][C:26]2[CH:31]=[CH:30][C:29]([F:32])=[CH:28][CH:27]=2)[CH:8]=[N:7][CH:6]=1)C.[OH-].[Na+].CCO, predict the reaction product. The product is: [Br:23][C:21]1[CH:20]=[CH:19][C:18]([O:24][CH2:25][C:26]2[CH:27]=[CH:28][C:29]([F:32])=[CH:30][CH:31]=2)=[C:17]([C:12]2[N:11]([C:9]3[CH:8]=[N:7][CH:6]=[C:5]([CH:10]=3)[C:4]([OH:33])=[O:3])[C:15]([CH3:16])=[CH:14][CH:13]=2)[CH:22]=1. (2) Given the reactants [CH3:1][C:2]1[C:10]2[C:5](=[CH:6][CH:7]=[C:8]([C:11]3[CH2:16][CH2:15][N:14]([C:17]([O:19][C:20]([CH3:23])([CH3:22])[CH3:21])=[O:18])[CH2:13][CH:12]=3)[CH:9]=2)[NH:4][CH:3]=1, predict the reaction product. The product is: [CH3:1][C:2]1[C:10]2[C:5](=[CH:6][CH:7]=[C:8]([CH:11]3[CH2:12][CH2:13][N:14]([C:17]([O:19][C:20]([CH3:23])([CH3:22])[CH3:21])=[O:18])[CH2:15][CH2:16]3)[CH:9]=2)[NH:4][CH:3]=1. (3) Given the reactants [C:1]([OH:6])(=[O:5])[C@H:2]([CH3:4])[OH:3].[C:7]([OH:15])(=[O:14])[C:8]([CH2:10][C:11]([OH:13])=[O:12])=[CH2:9].OCC(CO)(CO)CO.[Sn+2], predict the reaction product. The product is: [C:1]([OH:6])(=[O:5])[CH:2]([CH3:4])[OH:3].[C:7]([OH:15])(=[O:14])[C:8]([CH2:10][C:11]([OH:13])=[O:12])=[CH2:9]. (4) Given the reactants Cl[C:2]1[C:7]([N+:8]([O-:10])=[O:9])=[CH:6][CH:5]=[C:4]([Cl:11])[N:3]=1.[Cl:12][C:13]1[CH:19]=[C:18]([O:20][CH3:21])[C:17]([O:22][CH2:23][C:24]2[C:29]([O:30][CH3:31])=[CH:28][CH:27]=[C:26]([F:32])[C:25]=2[F:33])=[CH:16][C:14]=1[NH2:15].C(N(CC)C(C)C)(C)C.Cl, predict the reaction product. The product is: [Cl:11][C:4]1[N:3]=[C:2]([NH:15][C:14]2[CH:16]=[C:17]([O:22][CH2:23][C:24]3[C:29]([O:30][CH3:31])=[CH:28][CH:27]=[C:26]([F:32])[C:25]=3[F:33])[C:18]([O:20][CH3:21])=[CH:19][C:13]=2[Cl:12])[C:7]([N+:8]([O-:10])=[O:9])=[CH:6][CH:5]=1. (5) Given the reactants CC1(C)C(C)(C)OB([C:9]2[CH:10]=[C:11]3[C:15](=[CH:16][CH:17]=2)[C:14](=[O:18])[O:13][CH2:12]3)O1.C(=O)([O-])[O-].[Cs+].[Cs+].Br[C:27]1[CH:32]=[CH:31][C:30]([O:33][CH3:34])=[C:29]([O:35][CH2:36][CH:37]2[CH2:39][CH2:38]2)[C:28]=1[O:40][CH3:41], predict the reaction product. The product is: [CH:37]1([CH2:36][O:35][C:29]2[C:28]([O:40][CH3:41])=[C:27]([C:9]3[CH:10]=[C:11]4[C:15](=[CH:16][CH:17]=3)[C:14](=[O:18])[O:13][CH2:12]4)[CH:32]=[CH:31][C:30]=2[O:33][CH3:34])[CH2:38][CH2:39]1. (6) Given the reactants C[O:2][C:3](=[O:26])[C:4]1[CH:9]=[CH:8][C:7]([C:10]2[CH:11]=[N:12][C:13]([NH2:25])=[C:14]([C:16](=[O:24])[NH:17][C:18]3[CH:23]=[CH:22][N:21]=[CH:20][CH:19]=3)[CH:15]=2)=[CH:6][CH:5]=1.C([O-])([O-])=O.[Na+].[Na+], predict the reaction product. The product is: [NH2:25][C:13]1[N:12]=[CH:11][C:10]([C:7]2[CH:6]=[CH:5][C:4]([C:3]([OH:26])=[O:2])=[CH:9][CH:8]=2)=[CH:15][C:14]=1[C:16](=[O:24])[NH:17][C:18]1[CH:23]=[CH:22][N:21]=[CH:20][CH:19]=1. (7) Given the reactants NC(C1C=CC2C(=CC=C(O[C@H]3CC[C@H](C(F)(F)F)CC3)C=2)C=1)(C)CCC(O)=O.C(O)(C(F)(F)F)=O.[N+:37]([C:40]([C:47]1[CH:56]=[CH:55][C:54]2[C:49](=[CH:50][CH:51]=[C:52]([O:61][C@H:62]3[CH2:67][CH2:66][C@@H:65]([C:68]([F:71])([F:70])[F:69])[CH2:64][CH2:63]3)[C:53]=2[C:57]([F:60])([F:59])[F:58])[CH:48]=1)([CH3:46])[CH2:41][CH2:42][C:43]([OH:45])=[O:44])([O-])=O, predict the reaction product. The product is: [NH2:37][C:40]([C:47]1[CH:56]=[CH:55][C:54]2[C:49](=[CH:50][CH:51]=[C:52]([O:61][C@H:62]3[CH2:63][CH2:64][C@@H:65]([C:68]([F:69])([F:70])[F:71])[CH2:66][CH2:67]3)[C:53]=2[C:57]([F:59])([F:60])[F:58])[CH:48]=1)([CH3:46])[CH2:41][CH2:42][C:43]([OH:45])=[O:44]. (8) Given the reactants [C:1]([O:5][C:6]([NH:8][C@H:9]([CH2:16][CH2:17][S:18][CH2:19][CH3:20])[CH:10]([OH:15])[C:11]([O:13][CH3:14])=[O:12])=[O:7])([CH3:4])([CH3:3])[CH3:2].[CH3:21][C:22]1C=CC(S(O)(=O)=O)=C[CH:23]=1, predict the reaction product. The product is: [CH2:19]([S:18][CH2:17][CH2:16][C@@H:9]1[CH:10]([C:11]([O:13][CH3:14])=[O:12])[O:15][C:22]([CH3:23])([CH3:21])[N:8]1[C:6]([O:5][C:1]([CH3:4])([CH3:3])[CH3:2])=[O:7])[CH3:20].